From a dataset of Reaction yield outcomes from USPTO patents with 853,638 reactions. Predict the reaction yield, written as a fraction of the theoretical maximum amount of product (1.0 means a 100% yield; for example, 0.34 means a 34% yield). (1) The reactants are [Cl:1][C:2]1[C:3]([N:17]2[CH2:22][CH2:21][CH2:20][C@@H:19]([N:23](C)[C:24](=O)OC(C)(C)C)[CH2:18]2)=[C:4]2[C:10]([NH:11][C:12](=[O:16])[CH:13]([CH3:15])[CH3:14])=[CH:9][NH:8][C:5]2=[N:6][CH:7]=1.C(O)(C(F)(F)F)=O. The catalyst is C(Cl)Cl. The product is [ClH:1].[Cl:1][C:2]1[C:3]([N:17]2[CH2:22][CH2:21][CH2:20][C@@H:19]([NH:23][CH3:24])[CH2:18]2)=[C:4]2[C:10]([NH:11][C:12](=[O:16])[CH:13]([CH3:15])[CH3:14])=[CH:9][NH:8][C:5]2=[N:6][CH:7]=1. The yield is 0.890. (2) The reactants are [CH3:1][CH2:2][C:3]1[O:11][C:10]2[CH:9]=[CH:8][CH:7]=[CH:6][C:5]=2[C:4]=1[C:12]([C:14]1[CH:15]=[C:16]([Br:22])[C:17]([OH:21])=[C:18]([Br:20])[CH:19]=1)=[O:13].C1COCC1.Cl[S:29]([C:32]1[CH:40]=[CH:39][C:35]([C:36]([OH:38])=[O:37])=[C:34]([OH:41])[CH:33]=1)(=[O:31])=[O:30]. The catalyst is C([O-])(O)=O.[Na+]. The product is [Br:22][C:16]1[CH:15]=[C:14]([C:12]([C:4]2[C:5]3[CH:6]=[CH:7][CH:8]=[CH:9][C:10]=3[O:11][C:3]=2[CH2:2][CH3:1])=[O:13])[CH:19]=[C:18]([Br:20])[C:17]=1[O:21][S:29]([C:32]1[CH:40]=[CH:39][C:35]([C:36]([OH:38])=[O:37])=[C:34]([OH:41])[CH:33]=1)(=[O:31])=[O:30]. The yield is 0.390.